From a dataset of Reaction yield outcomes from USPTO patents with 853,638 reactions. Predict the reaction yield, written as a fraction of the theoretical maximum amount of product (1.0 means a 100% yield; for example, 0.34 means a 34% yield). The catalyst is CN1CCCC1=O.[Cu]Cl. The reactants are [CH2:1]([O:3][C:4](=[O:34])[CH2:5][CH2:6][C:7]1[CH:12]=[CH:11][C:10]([O:13][C:14]2[CH:19]=[C:18]([CH3:20])[CH:17]=[C:16]([O:21][C:22]3[CH:27]=[CH:26][C:25]([C:28]([F:31])([F:30])[F:29])=[CH:24][C:23]=3Br)[CH:15]=2)=[CH:9][C:8]=1[CH3:33])[CH3:2].[C:35]1([OH:41])[CH:40]=[CH:39][CH:38]=[CH:37][CH:36]=1.C(=O)([O-])[O-].[Cs+].[Cs+].CC(C)(C(=O)CC(=O)C(C)(C)C)C. The product is [CH2:1]([O:3][C:4](=[O:34])[CH2:5][CH2:6][C:7]1[CH:12]=[CH:11][C:10]([O:13][C:14]2[CH:15]=[C:16]([O:21][C:22]3[CH:27]=[CH:26][C:25]([C:28]([F:31])([F:30])[F:29])=[CH:24][C:23]=3[O:41][C:35]3[CH:40]=[CH:39][CH:38]=[CH:37][CH:36]=3)[CH:17]=[C:18]([CH3:20])[CH:19]=2)=[CH:9][C:8]=1[CH3:33])[CH3:2]. The yield is 0.430.